This data is from Forward reaction prediction with 1.9M reactions from USPTO patents (1976-2016). The task is: Predict the product of the given reaction. Given the reactants O=C1C2C(=CC=CC=2)C(=O)[N:3]1[O:12][CH2:13][C:14]1[CH:22]=[CH:21][C:17]([C:18]([NH2:20])=[O:19])=[CH:16][N:15]=1.CN.CO, predict the reaction product. The product is: [NH2:3][O:12][CH2:13][C:14]1[CH:22]=[CH:21][C:17]([C:18]([NH2:20])=[O:19])=[CH:16][N:15]=1.